This data is from Forward reaction prediction with 1.9M reactions from USPTO patents (1976-2016). The task is: Predict the product of the given reaction. (1) Given the reactants Cl[C:2]1[CH:3]=[CH:4][N:5]2[C:10]([C:11]=1[CH3:12])=[C:9]([CH:13]1[CH2:15][CH2:14]1)[CH:8]=[C:7]([C:16]([O:18][CH3:19])=[O:17])[C:6]2=[O:20].[F:21][C:22]1[CH:23]=[C:24](B(O)O)[CH:25]=[CH:26][CH:27]=1, predict the reaction product. The product is: [CH:13]1([C:9]2[CH:8]=[C:7]([C:16]([O:18][CH3:19])=[O:17])[C:6](=[O:20])[N:5]3[C:10]=2[C:11]([CH3:12])=[C:2]([C:26]2[CH:25]=[CH:24][CH:23]=[C:22]([F:21])[CH:27]=2)[CH:3]=[CH:4]3)[CH2:15][CH2:14]1. (2) Given the reactants S([O:8][S:9]([C:12]([F:15])([F:14])[F:13])(=[O:11])=[O:10])(C(F)(F)F)(=O)=O.[CH3:16][C:17]([N+:22]([O-:24])=[O:23])([CH2:20]O)[CH2:18][OH:19].N1C=CC=CC=1, predict the reaction product. The product is: [S:9]([O:19][CH2:18][C:17]([CH3:20])([N+:22]([O-:24])=[O:23])[CH2:16][O:8][S:9]([C:12]([F:13])([F:14])[F:15])(=[O:10])=[O:11])([C:12]([F:15])([F:14])[F:13])(=[O:10])=[O:8]. (3) Given the reactants [CH2:1]([NH:3][C:4]1[CH:14]=[CH:13][C:7]2[O:8][C:9]([F:12])([F:11])[O:10][C:6]=2[CH:5]=1)[CH3:2].[Br:15][CH2:16][C:17]([OH:19])=O.C(Cl)CCl, predict the reaction product. The product is: [Br:15][CH2:16][C:17]([N:3]([C:4]1[CH:14]=[CH:13][C:7]2[O:8][C:9]([F:12])([F:11])[O:10][C:6]=2[CH:5]=1)[CH2:1][CH3:2])=[O:19]. (4) Given the reactants [CH:1]1[C:13]2[CH:12]([CH2:14][O:15][C:16]([NH:18][C:19]3[CH:24]=[CH:23][C:22]([S:25][C:26]4[CH:34]=[CH:33][C:29]([C:30](O)=[O:31])=[CH:28][C:27]=4[N+:35]([O-:37])=[O:36])=[CH:21][CH:20]=3)=[O:17])[C:11]3[C:6](=[CH:7][CH:8]=[CH:9][CH:10]=3)[C:5]=2[CH:4]=[CH:3][CH:2]=1.C(Cl)(=O)C([Cl:41])=O, predict the reaction product. The product is: [CH:1]1[C:13]2[CH:12]([CH2:14][O:15][C:16](=[O:17])[NH:18][C:19]3[CH:24]=[CH:23][C:22]([S:25][C:26]4[CH:34]=[CH:33][C:29]([C:30]([Cl:41])=[O:31])=[CH:28][C:27]=4[N+:35]([O-:37])=[O:36])=[CH:21][CH:20]=3)[C:11]3[C:6](=[CH:7][CH:8]=[CH:9][CH:10]=3)[C:5]=2[CH:4]=[CH:3][CH:2]=1. (5) The product is: [CH3:25][O:26][CH2:27][CH2:28][O:1][C:2]1[CH:10]=[C:9]2[C:5]([CH:6]=[CH:7][N:8]2[C:11]2[N:15]([CH3:16])[N:14]=[C:13]([CH3:17])[C:12]=2/[CH:18]=[CH:19]/[C:20]([O:22][CH2:23][CH3:24])=[O:21])=[CH:4][CH:3]=1. Given the reactants [OH:1][C:2]1[CH:10]=[C:9]2[C:5]([CH:6]=[CH:7][N:8]2[C:11]2[N:15]([CH3:16])[N:14]=[C:13]([CH3:17])[C:12]=2/[CH:18]=[CH:19]/[C:20]([O:22][CH2:23][CH3:24])=[O:21])=[CH:4][CH:3]=1.[CH3:25][O:26][CH2:27][CH2:28]Br.C(=O)([O-])[O-].[K+].[K+].[I-].[Na+], predict the reaction product. (6) Given the reactants [CH:1]1C=C([O-])C2N=CC=CC=2[CH:2]=1.C1C=C([O-])C2N=CC=CC=2C=1.C1C=C([O-])C2N=CC=CC=2C=1.[Al+3].C1C=C2C([C:43]3[C:48](NC2=CC=1)=[CH:47][C:46]1C([C:52]2[C:57]([NH:58][C:45]=1[CH:44]=3)=[CH:56][CH:55]=[CH:54][CH:53]=2)=O)=O, predict the reaction product. The product is: [CH2:1]=[CH:2][N:58]1[C:45]2[C:46](=[CH:47][CH:48]=[CH:43][CH:44]=2)[C:56]2[C:57]1=[CH:52][CH:53]=[CH:54][CH:55]=2. (7) Given the reactants [N+:1]([C:4]1[CH:5]=[C:6]([CH:8]=[CH:9][C:10]=1[CH3:11])[NH2:7])([O-:3])=[O:2].C([Al](CC(C)C)CC(C)C)C(C)C.C[O:26][C:27](=O)[C:28]1[CH:33]=[CH:32][C:31]([CH2:34][N:35]2[CH2:40][CH2:39][N:38]([CH3:41])[CH2:37][CH2:36]2)=[CH:30][CH:29]=1, predict the reaction product. The product is: [CH3:11][C:10]1[CH:9]=[CH:8][C:6]([NH:7][C:27](=[O:26])[C:28]2[CH:29]=[CH:30][C:31]([CH2:34][N:35]3[CH2:36][CH2:37][N:38]([CH3:41])[CH2:39][CH2:40]3)=[CH:32][CH:33]=2)=[CH:5][C:4]=1[N+:1]([O-:3])=[O:2].